From a dataset of Reaction yield outcomes from USPTO patents with 853,638 reactions. Predict the reaction yield, written as a fraction of the theoretical maximum amount of product (1.0 means a 100% yield; for example, 0.34 means a 34% yield). (1) The reactants are [CH3:1][N:2]([CH3:15])[C:3](=[O:14])[CH2:4][CH2:5][CH2:6][C:7]1[CH:12]=[CH:11][C:10]([NH2:13])=[CH:9][CH:8]=1.[C:16]1(=O)[CH2:19][CH2:18][CH2:17]1.[Si]([C:25]#[N:26])(C)(C)C. The catalyst is C(OCC)(=O)C. The product is [CH3:15][N:2]([CH3:1])[C:3](=[O:14])[CH2:4][CH2:5][CH2:6][C:7]1[CH:8]=[CH:9][C:10]([NH:13][C:16]2([C:25]#[N:26])[CH2:19][CH2:18][CH2:17]2)=[CH:11][CH:12]=1. The yield is 0.570. (2) The reactants are C(=O)(OC(C)(C)C)[O:2][C:3]1[N:7]([C:8]2[CH:13]=[CH:12][CH:11]=[CH:10][N:9]=2)[N:6]=[C:5]([C:14]2[CH:19]=[CH:18][CH:17]=[C:16]([C:20]3[CH:28]=[CH:27][C:23]4[O:24][CH2:25][O:26][C:22]=4[CH:21]=3)[CH:15]=2)[CH:4]=1.C(=O)(OC(C)(C)C)OC1N(C2C=CC=CN=2)N=C(C2C=CC(C3C=CC=CC=3)=CC=2)C=1. No catalyst specified. The yield is 0.980. The product is [O:24]1[C:23]2[CH:27]=[CH:28][C:20]([C:16]3[CH:15]=[C:14]([C:5]4[CH:4]=[C:3]([OH:2])[N:7]([C:8]5[CH:13]=[CH:12][CH:11]=[CH:10][N:9]=5)[N:6]=4)[CH:19]=[CH:18][CH:17]=3)=[CH:21][C:22]=2[O:26][CH2:25]1. (3) The reactants are [NH2:1][C:2]1[CH:7]=[C:6]([CH3:8])[CH:5]=[CH:4][C:3]=1[OH:9].CCN(CC)CC.C1C([N+]([O-])=O)=CC=C([Cl-][C:27]([O-])=[O:28])C=1. The catalyst is C(Cl)Cl. The product is [CH3:8][C:6]1[CH:5]=[CH:4][C:3]2[O:9][C:27](=[O:28])[NH:1][C:2]=2[CH:7]=1. The yield is 0.750. (4) The catalyst is C1COCC1.O.[Os](=O)(=O)(=O)=O. The yield is 0.710. The reactants are [CH:1]([O:4][C:5]1[CH:12]=[CH:11][C:10]([C:13]2[O:17][N:16]=[C:15]3[C:18]4[C:23]([CH2:24][CH2:25][C:14]=23)=[CH:22][C:21]([CH:26]=C)=[CH:20][CH:19]=4)=[CH:9][C:6]=1[C:7]#[N:8])([CH3:3])[CH3:2].C[N+]1([O-])CC[O:32]CC1.I([O-])(=O)(=O)=O.[Na+]. The product is [CH:26]([C:21]1[CH:22]=[C:23]2[C:18](=[CH:19][CH:20]=1)[C:15]1=[N:16][O:17][C:13]([C:10]3[CH:11]=[CH:12][C:5]([O:4][CH:1]([CH3:2])[CH3:3])=[C:6]([CH:9]=3)[C:7]#[N:8])=[C:14]1[CH2:25][CH2:24]2)=[O:32]. (5) The reactants are [NH2:1][C:2]1[CH:3]=[CH:4][CH:5]=[C:6]2[C:11]=1[N:10]=[CH:9][CH:8]=[CH:7]2.[Cl:12][C:13]1[CH:18]=[C:17]([Cl:19])[CH:16]=[C:15]([Cl:20])[C:14]=1[S:21](Cl)(=[O:23])=[O:22]. The catalyst is CN(C1C=CN=CC=1)C. The product is [Cl:12][C:13]1[CH:18]=[C:17]([Cl:19])[CH:16]=[C:15]([Cl:20])[C:14]=1[S:21]([NH:1][C:2]1[CH:3]=[CH:4][CH:5]=[C:6]2[C:11]=1[N:10]=[CH:9][CH:8]=[CH:7]2)(=[O:23])=[O:22]. The yield is 0.760. (6) The reactants are [Br-].C1([PH+](C2C=CC=CC=2)C2C=CC=CC=2)C=CC=CC=1.[CH2:21]([C:31]1[CH:36]=[CH:35][C:34](/[CH:37]=[CH:38]/[CH2:39]O)=[CH:33][CH:32]=1)[CH2:22][CH2:23][CH2:24][CH2:25][CH2:26][CH2:27][CH2:28][CH2:29][CH3:30].[C-:41]#[N:42].[K+]. The catalyst is ClCCl.C(OCC)(=O)C. The product is [CH2:21]([C:31]1[CH:36]=[CH:35][C:34](/[CH:37]=[CH:38]/[CH2:39][C:41]#[N:42])=[CH:33][CH:32]=1)[CH2:22][CH2:23][CH2:24][CH2:25][CH2:26][CH2:27][CH2:28][CH2:29][CH3:30]. The yield is 0.300. (7) The reactants are [CH:1]1([C:7]2[O:11][C:10]([CH3:12])=[C:9]([C:13]([OH:15])=O)[CH:8]=2)[CH2:6][CH2:5][CH2:4][CH2:3][CH2:2]1.[N:16]1([C:22]2[N:27]=[CH:26][C:25]([NH2:28])=[CH:24][CH:23]=2)[CH2:21][CH2:20][O:19][CH2:18][CH2:17]1.C(N(CC)CC)C.F[P-](F)(F)(F)(F)F.N1(O[P+](N(C)C)(N(C)C)N(C)C)C2C=CC=CC=2N=N1. The catalyst is CN(C=O)C.C(OCC)(=O)C. The product is [N:16]1([C:22]2[N:27]=[CH:26][C:25]([NH:28][C:13]([C:9]3[CH:8]=[C:7]([CH:1]4[CH2:2][CH2:3][CH2:4][CH2:5][CH2:6]4)[O:11][C:10]=3[CH3:12])=[O:15])=[CH:24][CH:23]=2)[CH2:21][CH2:20][O:19][CH2:18][CH2:17]1. The yield is 0.640. (8) The reactants are [N:1]1[CH:6]=[CH:5][C:4]([N:7]2[CH2:12][CH2:11][CH:10]([CH2:13][NH2:14])[CH2:9][CH2:8]2)=[CH:3][CH:2]=1.C(=O)([O-])[O-].[K+].[K+].F[C:22]1[CH:31]=[CH:30][C:29]([N+:32]([O-:34])=[O:33])=[CH:28][C:23]=1[C:24]([O:26][CH3:27])=[O:25]. The catalyst is CS(C)=O.CCOC(C)=O. The product is [N+:32]([C:29]1[CH:30]=[CH:31][C:22]([NH:14][CH2:13][CH:10]2[CH2:9][CH2:8][N:7]([C:4]3[CH:5]=[CH:6][N:1]=[CH:2][CH:3]=3)[CH2:12][CH2:11]2)=[C:23]([CH:28]=1)[C:24]([O:26][CH3:27])=[O:25])([O-:34])=[O:33]. The yield is 0.420. (9) The reactants are [NH2:1][C:2]1[C:3]([CH3:13])=[N:4][N:5]([C:7]([CH3:12])([CH3:11])[C:8]([NH2:10])=[O:9])[CH:6]=1.Cl[C:15]1[N:20]=[C:19]([NH:21][CH3:22])[C:18]([C:23]([F:26])([F:25])[F:24])=[CH:17][N:16]=1.FC(F)(F)C(O)=O.C([O-])([O-])=O.[Na+].[Na+]. The catalyst is COCCO.O. The product is [CH3:12][C:7]([N:5]1[CH:6]=[C:2]([NH:1][C:15]2[N:20]=[C:19]([NH:21][CH3:22])[C:18]([C:23]([F:26])([F:24])[F:25])=[CH:17][N:16]=2)[C:3]([CH3:13])=[N:4]1)([CH3:11])[C:8]([NH2:10])=[O:9]. The yield is 0.510. (10) The reactants are [NH:1]1[CH2:6][CH2:5][CH2:4][C@@H:3]([N:7]2[CH:11]=[C:10]([O:12][C:13]3[N:14]=[C:15]([OH:23])[C:16]4[CH:22]=[CH:21][N:20]=[CH:19][C:17]=4[N:18]=3)[CH:9]=[N:8]2)[CH2:2]1.Cl[CH2:25][CH2:26][S:27](CCCl)(=[O:29])=[O:28]. No catalyst specified. The product is [CH2:26]([S:27]([N:1]1[CH2:6][CH2:5][CH2:4][C@@H:3]([N:7]2[CH:11]=[C:10]([O:12][C:13]3[N:14]=[C:15]([OH:23])[C:16]4[CH:22]=[CH:21][N:20]=[CH:19][C:17]=4[N:18]=3)[CH:9]=[N:8]2)[CH2:2]1)(=[O:29])=[O:28])[CH3:25]. The yield is 0.420.